Dataset: Reaction yield outcomes from USPTO patents with 853,638 reactions. Task: Predict the reaction yield, written as a fraction of the theoretical maximum amount of product (1.0 means a 100% yield; for example, 0.34 means a 34% yield). (1) The reactants are OCCC[C@@:5]1([C:29]2[CH:34]=[CH:33][CH:32]=[CH:31][CH:30]=2)[O:10][C:9](=[O:11])[N:8]([C@H](C2C=CC(B3OC(C)(C)C(C)(C)O3)=CC=2)C)[CH2:7][CH2:6]1.BrC1C=CN(C)C(=O)C=1.C([O-])([O-])=O.[Cs+].[Cs+]. The catalyst is O1CCOCC1.Cl[Pd](Cl)([P](C1C=CC=CC=1)(C1C=CC=CC=1)C1C=CC=CC=1)[P](C1C=CC=CC=1)(C1C=CC=CC=1)C1C=CC=CC=1. The product is [C:29]1([CH:5]2[O:10][C:9](=[O:11])[NH:8][CH2:7][CH2:6]2)[CH:30]=[CH:31][CH:32]=[CH:33][CH:34]=1. The yield is 0.510. (2) The reactants are [Li+].[Cl-].[Cl:3][C:4]1[CH:5]=[N:6][C:7]([F:18])=[C:8]([C:16]=1[F:17])[C:9]([O:11][C:12]([CH3:15])([CH3:14])[CH3:13])=[O:10].[I:19]I. The catalyst is C1COCC1. The product is [Cl:3][C:4]1[C:5]([I:19])=[N:6][C:7]([F:18])=[C:8]([C:16]=1[F:17])[C:9]([O:11][C:12]([CH3:14])([CH3:15])[CH3:13])=[O:10]. The yield is 0.670. (3) The catalyst is O1CCOCC1.O. The yield is 0.670. The product is [CH2:26]([NH:33][C:2]1[N:3]=[C:4]([N:14]2[C:18]3[CH:19]=[CH:20][CH:21]=[CH:22][C:17]=3[N:16]=[C:15]2[CH:23]([F:24])[F:25])[N:5]=[C:6]([N:8]2[CH2:13][CH2:12][O:11][CH2:10][CH2:9]2)[N:7]=1)[C:27]1[CH:32]=[CH:31][CH:30]=[CH:29][CH:28]=1. The reactants are Cl[C:2]1[N:7]=[C:6]([N:8]2[CH2:13][CH2:12][O:11][CH2:10][CH2:9]2)[N:5]=[C:4]([N:14]2[C:18]3[CH:19]=[CH:20][CH:21]=[CH:22][C:17]=3[N:16]=[C:15]2[CH:23]([F:25])[F:24])[N:3]=1.[CH2:26]([NH2:33])[C:27]1[CH:32]=[CH:31][CH:30]=[CH:29][CH:28]=1. (4) The reactants are C1C=C[NH+]=CC=1.[O-][Cr](Cl)(=O)=O.C([O-])(=O)C.[Na+].[Cl:17][C:18]1[CH:19]=[C:20]([CH3:41])[C:21]2[N:22]([C:24]([CH2:33][CH:34]([C:36]3[S:37][CH:38]=[CH:39][CH:40]=3)[OH:35])=[C:25]([C:27]3[CH:32]=[CH:31][CH:30]=[CH:29][CH:28]=3)[N:26]=2)[CH:23]=1.O. The catalyst is C(Cl)Cl. The product is [Cl:17][C:18]1[CH:19]=[C:20]([CH3:41])[C:21]2[N:22]([C:24]([CH2:33][C:34]([C:36]3[S:37][CH:38]=[CH:39][CH:40]=3)=[O:35])=[C:25]([C:27]3[CH:28]=[CH:29][CH:30]=[CH:31][CH:32]=3)[N:26]=2)[CH:23]=1. The yield is 0.210.